From a dataset of Retrosynthesis with 50K atom-mapped reactions and 10 reaction types from USPTO. Predict the reactants needed to synthesize the given product. (1) The reactants are: C=C(C)CCl.Cc1c(O)cc2c(c1C)N(C=O)C(C)C2. Given the product C=C(C)COc1cc2c(c(C)c1C)N(C=O)C(C)C2, predict the reactants needed to synthesize it. (2) Given the product C=CCOc1cc(COC)cc(C(=O)OC)c1, predict the reactants needed to synthesize it. The reactants are: C=CCOc1cc(CO)cc(C(=O)OC)c1.CI. (3) Given the product CCCn1nc(CC)c(C(=O)OC)c1Cc1ccc(-c2ccccc2S(=O)(=O)NC(=O)OC(C)(C)C)cc1, predict the reactants needed to synthesize it. The reactants are: CC(C)(C)OC(=O)OC(=O)OC(C)(C)C.CCCn1nc(CC)c(C(=O)OC)c1Cc1ccc(-c2ccccc2S(N)(=O)=O)cc1. (4) Given the product Nc1ccccc1-c1ccc(Cl)cc1Cl, predict the reactants needed to synthesize it. The reactants are: Nc1ccccc1Br.OB(O)c1ccc(Cl)cc1Cl. (5) Given the product N=C(N)N/N=C1\CC(c2ccccc2)Cc2occ(C(N)=O)c21, predict the reactants needed to synthesize it. The reactants are: N=C(N)NN.NC(=O)c1coc2c1C(=O)CC(c1ccccc1)C2. (6) The reactants are: C#Cc1ccc(CCC)cc1.N#Cc1ccc(I)cc1F. Given the product CCCc1ccc(C#Cc2ccc(C#N)c(F)c2)cc1, predict the reactants needed to synthesize it.